Dataset: Full USPTO retrosynthesis dataset with 1.9M reactions from patents (1976-2016). Task: Predict the reactants needed to synthesize the given product. Given the product [F:1][C:2]1[C:9]([O:10][CH3:11])=[CH:8][CH:7]=[CH:6][C:3]=1[CH2:4][NH:5][C:15](=[O:16])[C:14]1[CH:18]=[CH:19][C:20]([CH3:22])=[N:21][C:13]=1[NH2:12], predict the reactants needed to synthesize it. The reactants are: [F:1][C:2]1[C:9]([O:10][CH3:11])=[CH:8][CH:7]=[CH:6][C:3]=1[CH2:4][NH2:5].[NH2:12][C:13]1[N:21]=[C:20]([CH3:22])[CH:19]=[CH:18][C:14]=1[C:15](O)=[O:16].ON1C2C=CC=CC=2N=N1.CCN=C=NCCCN(C)C.